From a dataset of Forward reaction prediction with 1.9M reactions from USPTO patents (1976-2016). Predict the product of the given reaction. (1) Given the reactants [Cl:1][C:2]1[CH:21]=[CH:20][C:5]([CH:6]([N:14]2[CH2:19][CH2:18][NH:17][CH2:16][CH2:15]2)[C:7]2[CH:12]=[CH:11][C:10]([Cl:13])=[CH:9][CH:8]=2)=[CH:4][CH:3]=1.C(N(CC)CC)C.[C:29](Cl)(=[O:34])[CH2:30][CH2:31][CH2:32][CH3:33], predict the reaction product. The product is: [Cl:1][C:2]1[CH:21]=[CH:20][C:5]([CH:6]([C:7]2[CH:8]=[CH:9][C:10]([Cl:13])=[CH:11][CH:12]=2)[N:14]2[CH2:15][CH2:16][N:17]([C:29](=[O:34])[CH2:30][CH2:31][CH2:32][CH3:33])[CH2:18][CH2:19]2)=[CH:4][CH:3]=1. (2) Given the reactants Cl[CH2:2][CH2:3][N:4]1[C:8]([CH3:9])=[CH:7][C:6]2[CH:10]=[C:11]([C:13]([C:15]3[CH:16]=[N:17][C:18]([O:21][CH3:22])=[CH:19][CH:20]=3)=[O:14])[S:12][C:5]1=2.Cl.[O:24]1[CH2:28][CH2:27][CH:26]([NH2:29])[CH2:25]1.[K+].[Br-].[C:32](#N)C, predict the reaction product. The product is: [CH3:22][O:21][C:18]1[N:17]=[CH:16][C:15]([C:13]([C:11]2[S:12][C:5]3[N:4]([CH2:3][CH2:2][NH:29][CH:26]4[CH2:27][CH2:28][O:24][CH2:32][CH2:25]4)[C:8]([CH3:9])=[CH:7][C:6]=3[CH:10]=2)=[O:14])=[CH:20][CH:19]=1. (3) Given the reactants [CH2:1]1[C:10]2[C:5](=CC=C[CH:9]=2)[CH2:4][CH2:3][N:2]1[CH2:11][CH2:12][CH2:13][CH2:14][O:15][C:16]1[N:25]=[C:24]2[C:19]([CH:20]=[CH:21][C:22](=[O:26])[NH:23]2)=[CH:18][CH:17]=1.[N:27]1[CH:32]=[CH:31][CH:30]=[CH:29][C:28]=1[N:33]1C=C2CNCCC2=[N:34]1, predict the reaction product. The product is: [N:27]1[CH:32]=[CH:31][CH:30]=[CH:29][C:28]=1[N:33]1[CH:9]=[C:10]2[CH2:1][N:2]([CH2:11][CH2:12][CH2:13][CH2:14][O:15][C:16]3[N:25]=[C:24]4[C:19]([CH:20]=[CH:21][C:22](=[O:26])[NH:23]4)=[CH:18][CH:17]=3)[CH2:3][CH2:4][C:5]2=[N:34]1. (4) Given the reactants [CH3:1][C:2]1[CH:3]=[C:4]([NH:17][C:18](=[O:24])[O:19][C:20]([CH3:23])([CH3:22])[CH3:21])[CH:5]=[C:6]([C:8]2[CH:13]=[CH:12][N:11]=[CH:10][C:9]=2[N+:14]([O-])=O)[CH:7]=1, predict the reaction product. The product is: [NH2:14][C:9]1[CH:10]=[N:11][CH:12]=[CH:13][C:8]=1[C:6]1[CH:5]=[C:4]([NH:17][C:18](=[O:24])[O:19][C:20]([CH3:22])([CH3:21])[CH3:23])[CH:3]=[C:2]([CH3:1])[CH:7]=1. (5) Given the reactants C1C=CC(P(C2C=CC3C(=CC=CC=3)C=2C2C3C(=CC=CC=3)C=CC=2P(C2C=CC=CC=2)C2C=CC=CC=2)C2C=CC=CC=2)=CC=1.[F:47][C:48]1[CH:53]=[CH:52][C:51](B(O)O)=[CH:50][CH:49]=1.CO.[CH2:59]([N:66]1[CH2:70][CH:69]=[C:68]([C:71](=[O:73])[CH3:72])[CH2:67]1)[C:60]1[CH:65]=[CH:64][CH:63]=[CH:62][CH:61]=1, predict the reaction product. The product is: [CH2:59]([N:66]1[CH2:70][C@H:69]([C:51]2[CH:52]=[CH:53][C:48]([F:47])=[CH:49][CH:50]=2)[C@@H:68]([C:71](=[O:73])[CH3:72])[CH2:67]1)[C:60]1[CH:65]=[CH:64][CH:63]=[CH:62][CH:61]=1. (6) Given the reactants [CH2:1]([O:8][C:9]([NH:11][C:12]1[N:44]=[C:15]2[N:16]([C:34]3[CH:39]=[CH:38][CH:37]=[C:36]([C:40]([F:43])([F:42])[F:41])[CH:35]=3)[C:17]([CH3:33])=[C:18]([C:28]([O:30][CH2:31][CH3:32])=[O:29])[CH:19]([C:20]3[CH:25]=[CH:24][C:23]([C:26]#[N:27])=[CH:22][CH:21]=3)[N:14]2[N:13]=1)=[O:10])[C:2]1C=CC=CC=1.[OH-].[Li+].Cl, predict the reaction product. The product is: [C:26]([C:23]1[CH:24]=[CH:25][C:20]([CH:19]2[N:14]3[N:13]=[C:12]([NH:11][C:9]([O:8][CH2:1][CH3:2])=[O:10])[N:44]=[C:15]3[N:16]([C:34]3[CH:39]=[CH:38][CH:37]=[C:36]([C:40]([F:41])([F:43])[F:42])[CH:35]=3)[C:17]([CH3:33])=[C:18]2[C:28]([O:30][CH2:31][CH3:32])=[O:29])=[CH:21][CH:22]=1)#[N:27].